This data is from Peptide-MHC class I binding affinity with 185,985 pairs from IEDB/IMGT. The task is: Regression. Given a peptide amino acid sequence and an MHC pseudo amino acid sequence, predict their binding affinity value. This is MHC class I binding data. The peptide sequence is ASSSNYNTY. The MHC is HLA-A69:01 with pseudo-sequence HLA-A69:01. The binding affinity (normalized) is 0.0847.